From a dataset of Full USPTO retrosynthesis dataset with 1.9M reactions from patents (1976-2016). Predict the reactants needed to synthesize the given product. (1) Given the product [CH:1]1([O:6][C:7]2[CH:37]=[CH:36][C:10]([C:11]([C:13]3[CH:14]=[CH:15][C:16]([O:24][CH2:25][C:26]4[CH:35]=[CH:34][C:29]5[C:30](=[O:33])[N:31]([C:46]([C:47]6[CH:52]=[CH:51][CH:50]=[CH:49][CH:48]=6)([C:59]6[CH:60]=[CH:61][CH:62]=[CH:63][CH:64]=6)[C:53]6[CH:54]=[CH:55][CH:56]=[CH:57][CH:58]=6)[O:32][C:28]=5[CH:27]=4)=[C:17]([CH2:19][CH2:20][C:21]([OH:23])=[O:22])[CH:18]=3)=[O:12])=[C:9]([OH:38])[CH:8]=2)[CH2:2][CH2:3][CH2:4][CH2:5]1, predict the reactants needed to synthesize it. The reactants are: [CH:1]1([O:6][C:7]2[CH:37]=[CH:36][C:10]([C:11]([C:13]3[CH:14]=[CH:15][C:16]([O:24][CH2:25][C:26]4[CH:35]=[CH:34][C:29]5[C:30]([OH:33])=[N:31][O:32][C:28]=5[CH:27]=4)=[C:17]([CH2:19][CH2:20][C:21]([OH:23])=[O:22])[CH:18]=3)=[O:12])=[C:9]([OH:38])[CH:8]=2)[CH2:5][CH2:4][CH2:3][CH2:2]1.C(N(CC)CC)C.[C:46](Cl)([C:59]1[CH:64]=[CH:63][CH:62]=[CH:61][CH:60]=1)([C:53]1[CH:58]=[CH:57][CH:56]=[CH:55][CH:54]=1)[C:47]1[CH:52]=[CH:51][CH:50]=[CH:49][CH:48]=1.Cl. (2) Given the product [F:38][CH:2]([F:1])[C:3]1[N:7]([C:8]2[CH:13]=[C:12]([N:14]3[CH2:15][CH2:16][O:17][CH2:18][CH2:19]3)[N:11]=[C:10]([NH:20][CH2:21][C@H:22]3[CH2:27][CH2:26][C@H:25]([N:28]4[CH2:29][C:30]([CH3:33])([CH3:31])[O:32][C:41](=[O:42])[CH2:40]4)[CH2:24][CH2:23]3)[N:9]=2)[C:6]2[CH:34]=[CH:35][CH:36]=[CH:37][C:5]=2[N:4]=1, predict the reactants needed to synthesize it. The reactants are: [F:1][CH:2]([F:38])[C:3]1[N:7]([C:8]2[CH:13]=[C:12]([N:14]3[CH2:19][CH2:18][O:17][CH2:16][CH2:15]3)[N:11]=[C:10]([NH:20][CH2:21][C@H:22]3[CH2:27][CH2:26][C@H:25]([NH:28][CH2:29][C:30]([CH3:33])([OH:32])[CH3:31])[CH2:24][CH2:23]3)[N:9]=2)[C:6]2[CH:34]=[CH:35][CH:36]=[CH:37][C:5]=2[N:4]=1.Br[CH2:40][C:41](OC)=[O:42].CC1C=CC(S(O)(=O)=O)=CC=1.C(=O)(O)[O-].[Na+]. (3) Given the product [CH:6]([OH:24])=[O:5].[N:18]1[CH:19]=[CH:20][CH:21]=[CH:22][C:17]=1[C:14]1([NH:13][C:12]([C:8]2([NH2:7])[CH2:11][O:10][CH2:9]2)=[O:23])[CH2:16][CH2:15]1, predict the reactants needed to synthesize it. The reactants are: C([O:5][C:6](=[O:24])[NH:7][C:8]1([C:12](=[O:23])[NH:13][C:14]2([C:17]3[CH:22]=[CH:21][CH:20]=[CH:19][N:18]=3)[CH2:16][CH2:15]2)[CH2:11][O:10][CH2:9]1)(C)(C)C.C(O)(C(F)(F)F)=O. (4) The reactants are: [Si:1]([O:8][CH2:9][C@@H:10]([CH2:12][CH2:13][CH2:14][C@H:15]([C@@H:17]1[C@:34]2([CH3:35])[C@H:20]([C@H:21]3[C@H:31]([CH2:32][CH2:33]2)[C@:29]2([CH3:30])[C:24]([CH2:25][C@@H:26]([OH:36])[CH2:27][CH2:28]2)=[CH:23][CH2:22]3)[CH2:19][CH2:18]1)[CH3:16])[CH3:11])([C:4]([CH3:7])([CH3:6])[CH3:5])([CH3:3])[CH3:2].CN1CCCCC1=O.O. Given the product [Si:1]([O:8][CH2:9][C@@H:10]([CH2:12][CH2:13][CH2:14][C@H:15]([C@@H:17]1[C@:34]2([CH3:35])[C@H:20]([C@H:21]3[C@H:31]([CH2:32][CH2:33]2)[C@:29]2([CH3:30])[C:24](=[CH:25][C:26](=[O:36])[CH2:27][CH2:28]2)[CH2:23][CH2:22]3)[CH2:19][CH2:18]1)[CH3:16])[CH3:11])([C:4]([CH3:5])([CH3:6])[CH3:7])([CH3:3])[CH3:2], predict the reactants needed to synthesize it. (5) Given the product [Cl:17][C:16]1[C:8]2[C:9](=[C:10]([C:12]#[N:13])[N:11]=[C:6]([C:4]([NH:30][CH2:31][C:32]([OH:34])=[O:33])=[O:3])[C:7]=2[OH:26])[N:14]([CH2:18][C:19]2[CH:24]=[CH:23][C:22]([F:25])=[CH:21][CH:20]=2)[CH:15]=1, predict the reactants needed to synthesize it. The reactants are: C([O:3][C:4]([C:6]1[C:7]([O:26]C(=O)C)=[C:8]2[C:16]([Cl:17])=[CH:15][N:14]([CH2:18][C:19]3[CH:24]=[CH:23][C:22]([F:25])=[CH:21][CH:20]=3)[C:9]2=[C:10]([C:12]#[N:13])[N:11]=1)=O)C.[NH2:30][CH2:31][C:32]([OH:34])=[O:33].C[O-].[Na+].CO.